Dataset: Full USPTO retrosynthesis dataset with 1.9M reactions from patents (1976-2016). Task: Predict the reactants needed to synthesize the given product. (1) Given the product [C:15]([O:14][C:12]([NH:1][CH2:2][C:3]1[CH:4]=[CH:5][C:6]([C:7]([OH:9])=[O:8])=[CH:10][CH:11]=1)=[O:13])([CH3:18])([CH3:17])[CH3:16], predict the reactants needed to synthesize it. The reactants are: [NH2:1][CH2:2][C:3]1[CH:11]=[CH:10][C:6]([C:7]([OH:9])=[O:8])=[CH:5][CH:4]=1.[C:12](O[C:12]([O:14][C:15]([CH3:18])([CH3:17])[CH3:16])=[O:13])([O:14][C:15]([CH3:18])([CH3:17])[CH3:16])=[O:13].[OH-].[Na+].O. (2) Given the product [CH:2]([C:3]1[S:5][CH:8]=[C:9]([C:10]([O:12][CH2:13][CH3:14])=[O:11])[N:4]=1)([CH3:6])[CH3:1], predict the reactants needed to synthesize it. The reactants are: [CH3:1][CH:2]([CH3:6])[C:3](=[S:5])[NH2:4].Br[CH2:8][C:9](=O)[C:10]([O:12][CH2:13][CH3:14])=[O:11]. (3) The reactants are: [NH:1]1[C:9]2[C:4](=[CH:5][CH:6]=[CH:7][CH:8]=2)[C:3]([C:10]([OH:12])=[O:11])=[N:2]1.[Br:13]Br. Given the product [Br:13][C:6]1[CH:5]=[C:4]2[C:9](=[CH:8][CH:7]=1)[NH:1][N:2]=[C:3]2[C:10]([OH:12])=[O:11], predict the reactants needed to synthesize it. (4) The reactants are: [C:1]([C:5]1[CH:10]=[CH:9][C:8]([C:11]2[NH:15][C:14]3[CH:16]=[CH:17][CH:18]=[C:19]([N:20]4[CH2:25][CH2:24][N:23]([CH2:26][C:27]5[CH:28]=[C:29]([NH2:34])[C:30]([NH2:33])=[CH:31][CH:32]=5)[CH2:22][CH2:21]4)[C:13]=3[N:12]=2)=[CH:7][CH:6]=1)([CH3:4])([CH3:3])[CH3:2].O1CCCC1.[C:40](N1C=CN=C1)(=[O:48])[C:41](N1C=CN=C1)=[O:42]. Given the product [C:1]([C:5]1[CH:6]=[CH:7][C:8]([C:11]2[NH:15][C:14]3[CH:16]=[CH:17][CH:18]=[C:19]([N:20]4[CH2:21][CH2:22][N:23]([CH2:26][C:27]5[CH:28]=[C:29]6[C:30](=[CH:31][CH:32]=5)[NH:33][C:41](=[O:42])[C:40](=[O:48])[NH:34]6)[CH2:24][CH2:25]4)[C:13]=3[N:12]=2)=[CH:9][CH:10]=1)([CH3:4])([CH3:2])[CH3:3], predict the reactants needed to synthesize it. (5) The reactants are: C(OC(=O)[NH:10][CH2:11][CH2:12][O:13][C:14]1[CH:19]=[CH:18][C:17]([C:20]2[N:21]=[C:22]([CH3:25])[NH:23][CH:24]=2)=[CH:16][CH:15]=1)C1C=CC=CC=1. Given the product [CH3:25][C:22]1[NH:23][CH:24]=[C:20]([C:17]2[CH:18]=[CH:19][C:14]([O:13][CH2:12][CH2:11][NH2:10])=[CH:15][CH:16]=2)[N:21]=1, predict the reactants needed to synthesize it.